This data is from Full USPTO retrosynthesis dataset with 1.9M reactions from patents (1976-2016). The task is: Predict the reactants needed to synthesize the given product. (1) Given the product [F:1][C:2]1[C:10]2[N:9]([C:11]3[CH:16]=[CH:15][C:14]([OH:17])=[C:13]([F:25])[CH:12]=3)[N:8]=[CH:7][C:6]=2[C:5]([OH:26])=[CH:4][CH:3]=1, predict the reactants needed to synthesize it. The reactants are: [F:1][C:2]1[CH:3]=[CH:4][C:5]([O:26]C)=[C:6]2[C:10]=1[N:9]([C:11]1[CH:16]=[CH:15][C:14]([O:17]CC3C=CC=CC=3)=[C:13]([F:25])[CH:12]=1)[N:8]=[CH:7]2. (2) Given the product [ClH:23].[CH2:1]([C:5]1[NH:6][N:7]=[C:8]2[C:17]=1[C:16]1[CH:15]=[CH:14][CH:13]=[CH:12][C:11]=1[N:10]=[C:9]2[NH2:18])[CH2:2][CH2:3][CH3:4], predict the reactants needed to synthesize it. The reactants are: [CH2:1]([C:5]1[N:6](C(C)(C)C)[N:7]=[C:8]2[C:17]=1[C:16]1[CH:15]=[CH:14][CH:13]=[CH:12][C:11]=1[N:10]=[C:9]2[NH2:18])[CH2:2][CH2:3][CH3:4].[ClH:23]. (3) Given the product [Cl:1][C:2]1[N:3]=[C:4]([N:15]2[CH2:20][CH2:19][O:18][CH2:17][CH2:16]2)[C:5]2[N:12]=[N:21][N:8]([CH:9]([CH3:11])[CH3:10])[C:6]=2[N:7]=1, predict the reactants needed to synthesize it. The reactants are: [Cl:1][C:2]1[N:7]=[C:6]([NH:8][CH:9]([CH3:11])[CH3:10])[C:5]([N+:12]([O-])=O)=[C:4]([N:15]2[CH2:20][CH2:19][O:18][CH2:17][CH2:16]2)[N:3]=1.[N:21]([O-])=O.[Na+]. (4) Given the product [C:19]1([S:16]([C:10]2[C:9]3[C:13](=[CH:14][CH:15]=[C:7]([O:6][CH2:5][CH2:4][NH2:1])[CH:8]=3)[NH:12][N:11]=2)(=[O:17])=[O:18])[C:28]2[C:23](=[CH:24][CH:25]=[CH:26][CH:27]=2)[CH:22]=[CH:21][CH:20]=1, predict the reactants needed to synthesize it. The reactants are: [N:1]([CH2:4][CH2:5][O:6][C:7]1[CH:8]=[C:9]2[C:13](=[CH:14][CH:15]=1)[NH:12][N:11]=[C:10]2[S:16]([C:19]1[C:28]2[C:23](=[CH:24][CH:25]=[CH:26][CH:27]=2)[CH:22]=[CH:21][CH:20]=1)(=[O:18])=[O:17])=[N+]=[N-]. (5) Given the product [F:1][C:2]1[CH:3]=[CH:4][C:5]([C:41]([F:44])([F:42])[F:43])=[C:6]([CH:40]=1)[C:7]([N:9]1[CH2:14][CH2:13][N:12]([C:15](=[O:39])[CH2:16][NH:17][C:18]([C:20]2[CH:24]=[C:23]([C:25]3[CH:30]=[CH:29][CH:28]=[CH:27][C:26]=3[OH:31])[NH:22][N:21]=2)=[O:19])[CH2:11][CH2:10]1)=[O:8], predict the reactants needed to synthesize it. The reactants are: [F:1][C:2]1[CH:3]=[CH:4][C:5]([C:41]([F:44])([F:43])[F:42])=[C:6]([CH:40]=1)[C:7]([N:9]1[CH2:14][CH2:13][N:12]([C:15](=[O:39])[CH2:16][NH:17][C:18]([C:20]2[CH:24]=[C:23]([C:25]3[CH:30]=[CH:29][CH:28]=[CH:27][C:26]=3[O:31]CC3C=CC=CC=3)[NH:22][N:21]=2)=[O:19])[CH2:11][CH2:10]1)=[O:8]. (6) Given the product [CH:16]1([CH:19]([C:38]2[CH:43]=[CH:42][C:41]([C:8]3[CH:13]=[CH:12][N:11]([CH3:14])[C:10](=[O:15])[CH:9]=3)=[CH:40][CH:39]=2)[N:20]2[CH2:25][CH2:24][C:23]([CH2:32][C:33]([OH:36])([CH3:35])[CH3:34])([C:26]3[CH:31]=[CH:30][CH:29]=[CH:28][CH:27]=3)[O:22][C:21]2=[O:37])[CH2:17][CH2:18]1, predict the reactants needed to synthesize it. The reactants are: C([O-])([O-])=O.[Na+].[Na+].Br[C:8]1[CH:13]=[CH:12][N:11]([CH3:14])[C:10](=[O:15])[CH:9]=1.[CH:16]1([CH:19]([C:38]2[CH:43]=[CH:42][C:41](B3OC(C)(C)C(C)(C)O3)=[CH:40][CH:39]=2)[N:20]2[CH2:25][CH2:24][C:23]([CH2:32][C:33]([OH:36])([CH3:35])[CH3:34])([C:26]3[CH:31]=[CH:30][CH:29]=[CH:28][CH:27]=3)[O:22][C:21]2=[O:37])[CH2:18][CH2:17]1. (7) Given the product [Br:17][C:5]1[N:6]=[C:7]([C:8]2[CH:13]=[CH:12][CH:11]=[CH:10][CH:9]=2)[C:2]([CH3:1])=[CH:3][CH:4]=1, predict the reactants needed to synthesize it. The reactants are: [CH3:1][C:2]1[CH:3]=[CH:4][C:5](=O)[NH:6][C:7]=1[C:8]1[CH:13]=[CH:12][CH:11]=[CH:10][CH:9]=1.P(Br)(Br)([Br:17])=O.C(OCC)(=O)C. (8) Given the product [CH3:17][N:8]1[C:7]2[C:2]([CH3:1])=[CH:3][C:4]([C:12]([N:14]=[N+:15]=[N-:16])=[O:13])=[CH:5][C:6]=2[O:10][C:9]1=[O:11], predict the reactants needed to synthesize it. The reactants are: [CH3:1][C:2]1[C:7]2[NH:8][C:9](=[O:11])[O:10][C:6]=2[CH:5]=[C:4]([C:12]([N:14]=[N+:15]=[N-:16])=[O:13])[CH:3]=1.[C:17](=O)([O-])[O-].[K+].[K+].CI.O. (9) Given the product [CH2:18]([N:8]1[CH2:9][CH:10]([C:11]2[CH:12]=[CH:13][C:14]([Cl:17])=[CH:15][CH:16]=2)[C:6]([CH2:4][OH:3])([CH3:25])[CH2:7]1)[C:19]1[CH:20]=[CH:21][CH:22]=[CH:23][CH:24]=1, predict the reactants needed to synthesize it. The reactants are: C([O:3][C:4]([C:6]1([CH3:25])[CH:10]([C:11]2[CH:16]=[CH:15][C:14]([Cl:17])=[CH:13][CH:12]=2)[CH2:9][N:8]([CH2:18][C:19]2[CH:24]=[CH:23][CH:22]=[CH:21][CH:20]=2)[CH2:7]1)=O)C.[H-].[H-].[H-].[H-].[Li+].[Al+3].